Dataset: Forward reaction prediction with 1.9M reactions from USPTO patents (1976-2016). Task: Predict the product of the given reaction. (1) Given the reactants [H-].[Al+3].[Li+].[H-].[H-].[H-].[CH3:7][C:8]1[CH:9]=[C:10]2[C:14](=[CH:15][CH:16]=1)[NH:13][CH:12]=[C:11]2[CH:17]1[CH2:21][C:20](=O)[NH:19][C:18]1=O, predict the reaction product. The product is: [CH3:7][C:8]1[CH:9]=[C:10]2[C:14](=[CH:15][CH:16]=1)[NH:13][CH:12]=[C:11]2[CH:17]1[CH2:21][CH2:20][NH:19][CH2:18]1. (2) The product is: [CH2:31]([N:1]1[C:9]2[C:4](=[CH:5][C:6]([NH:10][C:11]3[C:20]4[C:15](=[CH:16][C:17]([O:29][CH3:30])=[CH:18][C:19]=4[O:21][CH:22]4[CH2:23][CH2:24][N:25]([CH3:28])[CH2:26][CH2:27]4)[N:14]=[CH:13][N:12]=3)=[CH:7][CH:8]=2)[CH:3]=[CH:2]1)[C:32]1[CH:37]=[CH:36][CH:35]=[CH:34][CH:33]=1. Given the reactants [NH:1]1[C:9]2[C:4](=[CH:5][C:6]([NH:10][C:11]3[C:20]4[C:15](=[CH:16][C:17]([O:29][CH3:30])=[CH:18][C:19]=4[O:21][CH:22]4[CH2:27][CH2:26][N:25]([CH3:28])[CH2:24][CH2:23]4)[N:14]=[CH:13][N:12]=3)=[CH:7][CH:8]=2)[CH:3]=[CH:2]1.[CH2:31](Cl)[C:32]1[CH:37]=[CH:36][CH:35]=[CH:34][CH:33]=1, predict the reaction product. (3) Given the reactants [NH2:1][C:2]1[C:3]([C:19]#[N:20])=[C:4]([CH:16]=[CH:17][CH:18]=1)[O:5][CH2:6][C:7]([NH:10][C:11](=[O:15])[CH2:12][CH2:13][CH3:14])([CH3:9])[CH3:8].[S:21](Cl)(=[O:24])(=[O:23])[NH2:22], predict the reaction product. The product is: [S:21]([NH:1][C:2]1[C:3]([C:19]#[N:20])=[C:4]([CH:16]=[CH:17][CH:18]=1)[O:5][CH2:6][C:7]([NH:10][C:11](=[O:15])[CH2:12][CH2:13][CH3:14])([CH3:9])[CH3:8])(=[O:24])(=[O:23])[NH2:22]. (4) Given the reactants [OH:1][CH2:2][CH2:3][C:4]1[C:12]2[C:11](=[O:13])[N:10]([CH2:14][O:15][CH2:16][CH2:17][Si:18]([CH3:21])([CH3:20])[CH3:19])[N:9]=[CH:8][C:7]=2[N:6]([CH2:22][O:23][CH2:24][CH2:25][Si:26]([CH3:29])([CH3:28])[CH3:27])[CH:5]=1.[CH3:30]C(C)([O-])C.[Na+].CI, predict the reaction product. The product is: [CH3:30][O:1][CH2:2][CH2:3][C:4]1[C:12]2[C:11](=[O:13])[N:10]([CH2:14][O:15][CH2:16][CH2:17][Si:18]([CH3:19])([CH3:20])[CH3:21])[N:9]=[CH:8][C:7]=2[N:6]([CH2:22][O:23][CH2:24][CH2:25][Si:26]([CH3:28])([CH3:27])[CH3:29])[CH:5]=1.